Task: Predict the reactants needed to synthesize the given product.. Dataset: Retrosynthesis with 50K atom-mapped reactions and 10 reaction types from USPTO (1) Given the product CC(C)C1NS(=O)(=O)N(COC(=O)c2c(Cl)cccc2Cl)C1=O, predict the reactants needed to synthesize it. The reactants are: CC(C)C1NS(=O)(=O)N(CCl)C1=O.O=C(O)c1c(Cl)cccc1Cl. (2) Given the product CC/C=C\CC/C=C/C=CCc1ccccc1, predict the reactants needed to synthesize it. The reactants are: CC/C=C\CC/C=C/C=O.c1ccc(CC[P+](c2ccccc2)(c2ccccc2)c2ccccc2)cc1. (3) Given the product O=C(O)CCc1ccc(OCc2ccc(CN(CCc3ccccc3)c3nc(-c4ccccc4)cs3)cc2)cc1, predict the reactants needed to synthesize it. The reactants are: COC(=O)CCc1ccc(OCc2ccc(CN(CCc3ccccc3)c3nc(-c4ccccc4)cs3)cc2)cc1. (4) Given the product Cc1ccc(S(=O)(=O)n2ccc3c(Cl)c(Cl)cnc32)cc1, predict the reactants needed to synthesize it. The reactants are: Cc1ccc(S(=O)(=O)Cl)cc1.Clc1cnc2[nH]ccc2c1Cl. (5) Given the product CNC(=O)[C@@H]1C[C@@H](O)CN1C(=O)OCc1ccccc1, predict the reactants needed to synthesize it. The reactants are: CN.O=C(O)[C@@H]1C[C@@H](O)CN1C(=O)OCc1ccccc1. (6) Given the product COCOc1ccc(C(O)(CC(=O)O)c2ccccc2)cc1, predict the reactants needed to synthesize it. The reactants are: CCOC(=O)CC(O)(c1ccccc1)c1ccc(OCOC)cc1. (7) Given the product CNC(=O)Nc1cccc(C(N)Cn2c(=O)c3c(n(Cc4c(F)cccc4C(F)(F)F)c2=O)COC32CCN(Cc3ccc(C(F)(F)F)o3)CC2)c1, predict the reactants needed to synthesize it. The reactants are: CNC(=O)Nc1cccc(C(Cn2c(=O)c3c(n(Cc4c(F)cccc4C(F)(F)F)c2=O)COC32CCN(Cc3ccc(C(F)(F)F)o3)CC2)NC(=O)OC(C)(C)C)c1.